This data is from Full USPTO retrosynthesis dataset with 1.9M reactions from patents (1976-2016). The task is: Predict the reactants needed to synthesize the given product. (1) Given the product [Cl:2][C:3]1[CH:15]=[C:14]([OH:16])[CH:13]=[C:12]([O:18][CH3:19])[C:4]=1[CH2:5][N:6]1[CH2:7][CH2:8][CH2:9][CH2:10][CH2:11]1, predict the reactants needed to synthesize it. The reactants are: I.[Cl:2][C:3]1[CH:15]=[C:14]([O:16]C)[CH:13]=[C:12]([O:18][CH3:19])[C:4]=1[CH2:5][N:6]1[CH2:11][CH2:10][CH2:9][CH2:8][CH2:7]1. (2) Given the product [CH3:1][O:2][C:3](=[O:25])[C:4]1[CH:9]=[CH:8][C:7]([CH:10]([NH:17][C:34]([O:36][C:37]([CH3:38])([CH3:39])[CH3:40])=[O:35])[P:11]([O:13][CH3:14])([O:15][CH3:16])=[O:12])=[CH:6][CH:5]=1, predict the reactants needed to synthesize it. The reactants are: [CH3:1][O:2][C:3](=[O:25])[C:4]1[CH:9]=[CH:8][C:7]([CH:10]([NH:17]CC2C=CC=CC=2)[P:11]([O:15][CH3:16])([O:13][CH3:14])=[O:12])=[CH:6][CH:5]=1.[CH3:38][C:37]([O:36][C:34](O[C:34]([O:36][C:37]([CH3:40])([CH3:39])[CH3:38])=[O:35])=[O:35])([CH3:40])[CH3:39]. (3) Given the product [Br:21][C:12]1[C:11](=[O:15])[C:10]([C:16]([OH:18])=[O:17])=[CH:9][N:8]([CH2:7][C:6]2[CH:5]=[CH:4][C:3]([C:1]#[N:2])=[CH:20][CH:19]=2)[C:13]=1[CH3:14], predict the reactants needed to synthesize it. The reactants are: [C:1]([C:3]1[CH:20]=[CH:19][C:6]([CH2:7][N:8]2[C:13]([CH3:14])=[CH:12][C:11](=[O:15])[C:10]([C:16]([OH:18])=[O:17])=[CH:9]2)=[CH:5][CH:4]=1)#[N:2].[Br:21]Br.O.